This data is from Peptide-MHC class I binding affinity with 185,985 pairs from IEDB/IMGT. The task is: Regression. Given a peptide amino acid sequence and an MHC pseudo amino acid sequence, predict their binding affinity value. This is MHC class I binding data. (1) The peptide sequence is VILAGPIPV. The MHC is HLA-A02:01 with pseudo-sequence HLA-A02:01. The binding affinity (normalized) is 0.824. (2) The peptide sequence is PRFGSCYFL. The binding affinity (normalized) is 0.0847. The MHC is HLA-B15:01 with pseudo-sequence HLA-B15:01. (3) The peptide sequence is APEEKYLSM. The MHC is HLA-B46:01 with pseudo-sequence HLA-B46:01. The binding affinity (normalized) is 0.0847.